Dataset: Forward reaction prediction with 1.9M reactions from USPTO patents (1976-2016). Task: Predict the product of the given reaction. (1) Given the reactants [NH:1]1[CH2:6][CH2:5][CH:4]([NH:7][C:8](=[O:14])[O:9][C:10]([CH3:13])([CH3:12])[CH3:11])[CH2:3][CH2:2]1.[F:15][C:16]1[CH:17]=[C:18]([CH:21]=[C:22]([F:24])[CH:23]=1)[CH:19]=O, predict the reaction product. The product is: [F:15][C:16]1[CH:17]=[C:18]([CH:21]=[C:22]([F:24])[CH:23]=1)[CH2:19][N:1]1[CH2:2][CH2:3][CH:4]([NH:7][C:8](=[O:14])[O:9][C:10]([CH3:11])([CH3:13])[CH3:12])[CH2:5][CH2:6]1. (2) Given the reactants [CH3:7][CH2:8][CH2:9][CH2:10]CC.[CH2:7]([Li])[CH2:8][CH2:9][CH3:10].[F:12][C:13]1C=C[C:16]([N+:21]([O-:23])=[O:22])=[C:17]([CH:20]=1)C=O.C(O)(=O)CC(CC(O)=O)(C(O)=O)O.C(OCC)(=O)C, predict the reaction product. The product is: [CH:9]([C:8]1[CH:7]=[C:13]([F:12])[CH:20]=[CH:17][C:16]=1[N+:21]([O-:23])=[O:22])=[CH2:10]. (3) Given the reactants [N:1]1[NH:2][C:3](=[O:10])[N:4]2[CH:9]=[CH:8][CH:7]=[CH:6][C:5]=12.[H-].[Na+].Br[CH2:14][CH:15]([CH2:20]Br)[C:16]([O:18][CH3:19])=[O:17].O, predict the reaction product. The product is: [CH3:19][O:18][C:16](=[O:17])[C:15]([CH2:20][N:2]1[C:3](=[O:10])[N:4]2[CH:9]=[CH:8][CH:7]=[CH:6][C:5]2=[N:1]1)=[CH2:14]. (4) Given the reactants [CH:1]([C@@H:14]1[CH2:20][C@@H:19]2[C@@H:17]([O:18]2)[CH2:16][O:15]1)([C:8]1[CH:13]=[CH:12][CH:11]=[CH:10][CH:9]=1)[C:2]1[CH:7]=[CH:6][CH:5]=[CH:4][CH:3]=1.[H-].[H-].[H-].[H-].[Li+].[Al+3], predict the reaction product. The product is: [CH:1]([C@H:14]1[O:15][CH2:16][C@H:17]([OH:18])[CH2:19][CH2:20]1)([C:8]1[CH:13]=[CH:12][CH:11]=[CH:10][CH:9]=1)[C:2]1[CH:3]=[CH:4][CH:5]=[CH:6][CH:7]=1. (5) Given the reactants [Br:1]C1C=C(C=CC=1)CCN.[CH3:11][S:12]([N:15]1[CH2:24][CH2:23][C:22]2[C:17](=[CH:18][CH:19]=[C:20]([N+]([O-])=O)[CH:21]=2)[CH2:16]1)(=[O:14])=[O:13], predict the reaction product. The product is: [Br:1][C:20]1[CH:21]=[C:22]2[C:17](=[CH:18][CH:19]=1)[CH2:16][N:15]([S:12]([CH3:11])(=[O:14])=[O:13])[CH2:24][CH2:23]2. (6) Given the reactants [Br:1][C:2]1[C:3](Cl)=[N:4][C:5]([Cl:8])=[N:6][CH:7]=1.[NH2:10][C:11]1[CH:16]=[CH:15][CH:14]=[CH:13][CH:12]=1, predict the reaction product. The product is: [Br:1][C:2]1[C:3]([NH:10][C:11]2[CH:16]=[CH:15][CH:14]=[CH:13][CH:12]=2)=[N:4][C:5]([Cl:8])=[N:6][CH:7]=1. (7) Given the reactants [NH:1]1[CH:6]=[CH:5][CH:4]=NC1=O.C(N(CC)CC)C.C(OC(=O)C)(=O)C.O=[C:23]([CH2:26][CH3:27])[C:24]#[N:25].C([O-])(=O)C.[NH4+].[OH-].[Na+], predict the reaction product. The product is: [C:24]([C:23]1[C:26]([CH3:27])=[CH:4][CH:5]=[CH:6][N:1]=1)#[N:25]. (8) Given the reactants [O:1]=[C:2]1[C:7]2[NH:8][C:9]3[CH:10]=[CH:11][CH:12]=[CH:13][C:14]=3[C:6]=2[N:5]=[C:4]([S:15][CH2:16][C:17](O)=[O:18])[N:3]1[C:20]1[CH:25]=[CH:24][CH:23]=[CH:22][CH:21]=1.[CH3:26][CH:27]([CH2:31][CH3:32])[CH2:28][CH2:29][NH2:30].C(N(CC)CC)C.CN(C(ON1N=NC2C=CC=NC1=2)=[N+](C)C)C.F[P-](F)(F)(F)(F)F, predict the reaction product. The product is: [CH3:26][CH:27]([CH2:31][CH3:32])[CH2:28][CH2:29][NH:30][C:17](=[O:18])[CH2:16][S:15][C:4]1[N:3]([C:20]2[CH:25]=[CH:24][CH:23]=[CH:22][CH:21]=2)[C:2](=[O:1])[C:7]2[NH:8][C:9]3[CH:10]=[CH:11][CH:12]=[CH:13][C:14]=3[C:6]=2[N:5]=1. (9) The product is: [F:1][C:2]1[CH:7]=[CH:6][C:5]([C:8](=[C:24]2[CH2:25][C:26]([CH3:33])([CH3:32])[CH2:27][C:28]([CH3:31])([CH3:30])[CH2:29]2)[C:9]2[CH:14]=[CH:13][C:12](/[CH:15]=[CH:16]/[C:17]([OH:19])=[O:18])=[CH:11][CH:10]=2)=[CH:4][CH:3]=1. Given the reactants [F:1][C:2]1[CH:7]=[CH:6][C:5]([C:8](=[C:24]2[CH2:29][C:28]([CH3:31])([CH3:30])[CH2:27][C:26]([CH3:33])([CH3:32])[CH2:25]2)[C:9]2[CH:14]=[CH:13][C:12](/[CH:15]=[CH:16]/[C:17]([O:19]C(C)(C)C)=[O:18])=[CH:11][CH:10]=2)=[CH:4][CH:3]=1.C(C(O)=O)(F)(F)F, predict the reaction product. (10) Given the reactants CC([C:5]([C:11]1[CH:16]=[CH:15][C:14]([C:17](=[C:25]2[CH2:32][CH2:31][CH2:30][CH2:29][CH2:28][CH2:27][CH2:26]2)[C:18]2[CH:23]=[CH:22][C:21]([OH:24])=[CH:20][CH:19]=2)=[CH:13][CH:12]=1)=[C:6]([CH3:10])[C:7]([O-:9])=[O:8])(C)C.C(O)(C(F)(F)F)=O, predict the reaction product. The product is: [C:25]1(=[C:17]([C:18]2[CH:23]=[CH:22][C:21]([OH:24])=[CH:20][CH:19]=2)[C:14]2[CH:15]=[CH:16][C:11](/[CH:5]=[C:6](\[CH3:10])/[C:7]([OH:9])=[O:8])=[CH:12][CH:13]=2)[CH2:32][CH2:31][CH2:30][CH2:29][CH2:28][CH2:27][CH2:26]1.